This data is from Forward reaction prediction with 1.9M reactions from USPTO patents (1976-2016). The task is: Predict the product of the given reaction. (1) Given the reactants [CH3:1][C:2]1[CH:7]=[CH:6][N+:5]([O-:8])=[CH:4][CH:3]=1.[Br:9]N1C(=O)CCC1=O.CC(N=NC(C#N)(C)C)(C#N)C, predict the reaction product. The product is: [Br:9][CH2:1][C:2]1[CH:7]=[CH:6][N+:5]([O-:8])=[CH:4][CH:3]=1. (2) Given the reactants [C:1]12([C:11]3[CH:21]=[CH:20][C:14]([O:15][CH2:16][C:17](O)=[O:18])=[CH:13][CH:12]=3)[CH2:10][CH:5]3[CH2:6][CH:7]([CH2:9][CH:3]([CH2:4]3)[CH2:2]1)[CH2:8]2.[CH3:22][O:23][C:24](=[O:32])[C:25]1[CH:30]=[CH:29][CH:28]=[CH:27][C:26]=1[NH2:31].Cl.CN(C)CCCN=C=NCC.ON1C2C=CC=CC=2N=N1.C(N(CC)C(C)C)(C)C, predict the reaction product. The product is: [CH3:22][O:23][C:24](=[O:32])[C:25]1[CH:30]=[CH:29][CH:28]=[CH:27][C:26]=1[NH:31][C:17](=[O:18])[CH2:16][O:15][C:14]1[CH:13]=[CH:12][C:11]([C:1]23[CH2:10][CH:5]4[CH2:4][CH:3]([CH2:9][CH:7]([CH2:6]4)[CH2:8]2)[CH2:2]3)=[CH:21][CH:20]=1. (3) Given the reactants [CH3:1][N:2](C)[CH3:3].Cl.CNC.[C:9]([C:11]1[C:16]2[N:17]=[C:18]([C:20](OCC)=[O:21])[O:19][C:15]=2[C:14]([F:25])=[C:13]([C:26]2[CH:31]=[CH:30][CH:29]=[CH:28][CH:27]=2)[C:12]=1[CH3:32])#[N:10].Cl, predict the reaction product. The product is: [C:9]([C:11]1[C:16]2[N:17]=[C:18]([C:20]([N:2]([CH3:3])[CH3:1])=[O:21])[O:19][C:15]=2[C:14]([F:25])=[C:13]([C:26]2[CH:31]=[CH:30][CH:29]=[CH:28][CH:27]=2)[C:12]=1[CH3:32])#[N:10]. (4) Given the reactants [Cl:1][C:2]1[CH:3]=[C:4]([CH2:9][C:10]([OH:12])=[O:11])[CH:5]=[C:6]([SH:8])[CH:7]=1.[C:13]1([S:19]([C:22]2[CH:27]=[CH:26][C:25](F)=[C:24]([F:29])[CH:23]=2)(=[O:21])=[O:20])[CH:18]=[CH:17][CH:16]=[CH:15][CH:14]=1, predict the reaction product. The product is: [Cl:1][C:2]1[CH:3]=[C:4]([CH2:9][C:10]([OH:12])=[O:11])[CH:5]=[C:6]([S:8][C:25]2[CH:26]=[CH:27][C:22]([S:19]([C:13]3[CH:18]=[CH:17][CH:16]=[CH:15][CH:14]=3)(=[O:21])=[O:20])=[CH:23][C:24]=2[F:29])[CH:7]=1. (5) The product is: [C:1]1([CH2:7][CH2:8][CH2:9][CH2:10][CH2:11][CH2:12][CH2:13][CH2:14][NH:15][C:24](=[O:23])[C:25]2[CH:26]=[C:27]([C:42]3[CH:47]=[CH:46][CH:45]=[C:44]([Cl:48])[CH:43]=3)[C:28]([O:38][CH2:39][CH2:40][OH:41])=[C:29]([C:31]3[CH:36]=[CH:35][CH:34]=[C:33]([Cl:37])[CH:32]=3)[CH:30]=2)[CH:6]=[CH:5][CH:4]=[CH:3][CH:2]=1. Given the reactants [C:1]1([CH2:7][CH2:8][CH2:9][CH2:10][CH2:11][CH2:12][CH2:13][CH2:14][NH2:15])[CH:6]=[CH:5][CH:4]=[CH:3][CH:2]=1.[Li]CCCC.C([O:23][C:24](=O)[C:25]1[CH:30]=[C:29]([C:31]2[CH:36]=[CH:35][CH:34]=[C:33]([Cl:37])[CH:32]=2)[C:28]([O:38][CH2:39][CH2:40][OH:41])=[C:27]([C:42]2[CH:47]=[CH:46][CH:45]=[C:44]([Cl:48])[CH:43]=2)[CH:26]=1)C, predict the reaction product. (6) Given the reactants C[O:2][C:3](=[O:26])/[C:4](/[C:13]1[CH:18]=[CH:17][C:16]([N:19]2[C:23]([CH3:24])=[N:22][N:21]=[N:20]2)=[C:15]([Cl:25])[CH:14]=1)=[CH:5]/[CH:6]1[CH2:12][CH2:11][CH2:10][CH2:9][CH2:8][CH2:7]1.[OH-].[Na+], predict the reaction product. The product is: [Cl:25][C:15]1[CH:14]=[C:13](/[C:4](=[CH:5]\[CH:6]2[CH2:12][CH2:11][CH2:10][CH2:9][CH2:8][CH2:7]2)/[C:3]([OH:26])=[O:2])[CH:18]=[CH:17][C:16]=1[N:19]1[C:23]([CH3:24])=[N:22][N:21]=[N:20]1. (7) Given the reactants [CH3:1][NH:2][C@H:3]1[C:11]2[C:6](=[CH:7][CH:8]=[C:9]([C:12]([O:14][CH3:15])=[O:13])[CH:10]=2)[CH2:5][CH2:4]1.[Cl:16][C:17]1[CH:22]=[CH:21][CH:20]=[CH:19][C:18]=1[S:23](Cl)(=[O:25])=[O:24], predict the reaction product. The product is: [Cl:16][C:17]1[CH:22]=[CH:21][CH:20]=[CH:19][C:18]=1[S:23]([N:2]([C@H:3]1[C:11]2[C:6](=[CH:7][CH:8]=[C:9]([C:12]([O:14][CH3:15])=[O:13])[CH:10]=2)[CH2:5][CH2:4]1)[CH3:1])(=[O:25])=[O:24].